Dataset: NCI-60 drug combinations with 297,098 pairs across 59 cell lines. Task: Regression. Given two drug SMILES strings and cell line genomic features, predict the synergy score measuring deviation from expected non-interaction effect. (1) Drug 1: C1CCC(CC1)NC(=O)N(CCCl)N=O. Drug 2: B(C(CC(C)C)NC(=O)C(CC1=CC=CC=C1)NC(=O)C2=NC=CN=C2)(O)O. Cell line: M14. Synergy scores: CSS=0.907, Synergy_ZIP=-1.15, Synergy_Bliss=-1.68, Synergy_Loewe=-2.00, Synergy_HSA=-2.51. (2) Drug 1: CC1=C(N=C(N=C1N)C(CC(=O)N)NCC(C(=O)N)N)C(=O)NC(C(C2=CN=CN2)OC3C(C(C(C(O3)CO)O)O)OC4C(C(C(C(O4)CO)O)OC(=O)N)O)C(=O)NC(C)C(C(C)C(=O)NC(C(C)O)C(=O)NCCC5=NC(=CS5)C6=NC(=CS6)C(=O)NCCC[S+](C)C)O. Drug 2: CC12CCC3C(C1CCC2O)C(CC4=C3C=CC(=C4)O)CCCCCCCCCS(=O)CCCC(C(F)(F)F)(F)F. Cell line: IGROV1. Synergy scores: CSS=8.45, Synergy_ZIP=-8.24, Synergy_Bliss=-8.33, Synergy_Loewe=-6.63, Synergy_HSA=-5.55.